From a dataset of Reaction yield outcomes from USPTO patents with 853,638 reactions. Predict the reaction yield, written as a fraction of the theoretical maximum amount of product (1.0 means a 100% yield; for example, 0.34 means a 34% yield). The reactants are [C:1]([O:4][CH2:5][C@H:6]([CH3:22])[CH2:7][CH:8]([NH:18][C:19](=[O:21])[CH3:20])[C:9]1[S:10][C:11]([C:14]#[C:15][CH2:16][OH:17])=[CH:12][CH:13]=1)(=[O:3])[CH3:2].[Cl:23][C:24]1[CH:29]=[CH:28][C:27](O)=[CH:26][CH:25]=1.C(OC(N=NC(OCC)=O)=O)C.C1(P(C2C=CC=CC=2)C2C=CC=CC=2)C=CC=CC=1. The catalyst is O1CCCC1.O. The product is [C:1]([O:4][CH2:5][C@H:6]([CH3:22])[CH2:7][CH:8]([NH:18][C:19](=[O:21])[CH3:20])[C:9]1[S:10][C:11]([C:14]#[C:15][CH2:16][O:17][C:27]2[CH:28]=[CH:29][C:24]([Cl:23])=[CH:25][CH:26]=2)=[CH:12][CH:13]=1)(=[O:3])[CH3:2]. The yield is 0.510.